The task is: Predict the reactants needed to synthesize the given product.. This data is from Full USPTO retrosynthesis dataset with 1.9M reactions from patents (1976-2016). (1) Given the product [CH2:1]([O:3][C:4]([CH:6]1[CH2:11][CH2:10][CH2:9][N:8]([C:22]([C:19]2([C:16]3[CH:15]=[CH:14][C:13]([Cl:12])=[CH:18][CH:17]=3)[CH2:21][CH2:20]2)=[O:23])[CH2:7]1)=[O:5])[CH3:2], predict the reactants needed to synthesize it. The reactants are: [CH2:1]([O:3][C:4]([CH:6]1[CH2:11][CH2:10][CH2:9][NH:8][CH2:7]1)=[O:5])[CH3:2].[Cl:12][C:13]1[CH:18]=[CH:17][C:16]([C:19]2([C:22](O)=[O:23])[CH2:21][CH2:20]2)=[CH:15][CH:14]=1.C(N(C(C)C)CC)(C)C.C1CN([P+](Br)(N2CCCC2)N2CCCC2)CC1.F[P-](F)(F)(F)(F)F. (2) Given the product [Cl:33][C:34]1[CH:39]=[C:38]([C:15]2[N:14]=[C:13]([C:9]3[CH:10]=[CH:11][CH:12]=[C:7]([CH2:1][CH2:2][CH2:3][CH2:4][CH2:5][CH3:6])[CH:8]=3)[N:17]([CH3:18])[C:16]=2[C:19]([N:21]2[CH2:26][CH2:25][CH:24]([N:27]3[CH2:31][CH2:30][CH2:29][CH2:28]3)[CH2:23][CH2:22]2)=[O:20])[CH:37]=[CH:36][N:35]=1, predict the reactants needed to synthesize it. The reactants are: [CH2:1]([C:7]1[CH:8]=[C:9]([C:13]2[N:17]([CH3:18])[C:16]([C:19]([N:21]3[CH2:26][CH2:25][CH:24]([N:27]4[CH2:31][CH2:30][CH2:29][CH2:28]4)[CH2:23][CH2:22]3)=[O:20])=[C:15](I)[N:14]=2)[CH:10]=[CH:11][CH:12]=1)[CH2:2][CH2:3][CH2:4][CH2:5][CH3:6].[Cl:33][C:34]1[CH:39]=[C:38](B(O)O)[CH:37]=[CH:36][N:35]=1.